Dataset: Catalyst prediction with 721,799 reactions and 888 catalyst types from USPTO. Task: Predict which catalyst facilitates the given reaction. (1) The catalyst class is: 2. Product: [Cl:25][CH2:18][C:14]1[C:15]([CH3:17])=[N:16][C:11]([C:4]2[C:3]([CH2:1][CH3:2])=[CH:8][CH:7]=[CH:6][C:5]=2[CH2:9][CH3:10])=[CH:12][C:13]=1[O:20][CH2:21][CH3:22]. Reactant: [CH2:1]([C:3]1[CH:8]=[CH:7][CH:6]=[C:5]([CH2:9][CH3:10])[C:4]=1[C:11]1[N:16]=[C:15]([CH3:17])[C:14]([CH2:18]O)=[C:13]([O:20][CH2:21][CH3:22])[CH:12]=1)[CH3:2].O=S(Cl)[Cl:25]. (2) Reactant: [F:1][C:2]1[CH:7]=[CH:6][C:5]([S:8](Cl)(=[O:10])=[O:9])=[CH:4][CH:3]=1.[NH2:12][CH2:13][CH:14]1[CH2:19][CH2:18][CH:17]([CH2:20][NH2:21])[CH2:16][CH2:15]1.C(N(C(C)C)CC)(C)C. Product: [NH2:12][CH2:13][CH:14]1[CH2:19][CH2:18][CH:17]([CH2:20][NH:21][S:8]([C:5]2[CH:6]=[CH:7][C:2]([F:1])=[CH:3][CH:4]=2)(=[O:10])=[O:9])[CH2:16][CH2:15]1. The catalyst class is: 4. (3) The catalyst class is: 124. Product: [CH3:1][S:2]([N:11]1[CH2:12][CH2:13][CH2:14][CH:10]1[C:9]([O:8][CH3:7])=[O:15])(=[O:4])=[O:3]. Reactant: [CH3:1][S:2](Cl)(=[O:4])=[O:3].Cl.[CH3:7][O:8][C:9](=[O:15])[C@@H:10]1[CH2:14][CH2:13][CH2:12][NH:11]1.C(N(CC)CC)C. (4) The catalyst class is: 4. Product: [F:1][C:2]1[CH:3]=[CH:4][C:5]([CH2:6][N:7]2[C:11]3=[CH:12][N:13]=[C:14]([C:16]([N:50]([OH:51])[CH3:49])=[O:17])[CH:15]=[C:10]3[C:9]([CH2:20][N:30]3[CH2:29][CH2:28][NH:27][C:26](=[O:31])[CH:25]3[CH3:24])=[CH:8]2)=[CH:22][CH:23]=1. Reactant: [F:1][C:2]1[CH:23]=[CH:22][C:5]([CH2:6][N:7]2[C:11]3=[CH:12][N:13]=[C:14]([C:16](OC)=[O:17])[CH:15]=[C:10]3[C:9]([CH:20]=O)=[CH:8]2)=[CH:4][CH:3]=1.[CH3:24][CH:25]1[NH:30][CH2:29][CH2:28][NH:27][C:26]1=[O:31].C(O[BH-](OC(=O)C)OC(=O)C)(=O)C.[Na+].[Li+].[OH-].Cl.[CH3:49][NH:50][OH:51].CN(C(ON1N=NC2C=CC=NC1=2)=[N+](C)C)C.F[P-](F)(F)(F)(F)F.C(N(CC)CC)C. (5) Reactant: [CH2:1]([C:3]([OH:5])=[O:4])[CH3:2].C([N:13]1[CH:18]2[CH2:19][CH2:20][CH:14]1[CH2:15][CH:16]([NH:21][S:22]([C:25]1[CH:34]=[CH:33][C:32]3[NH:31][C:30](=[O:35])[C:29]4[NH:36][CH:37]=[CH:38][C:28]=4[C:27]=3[CH:26]=1)(=[O:24])=[O:23])[CH2:17]2)C1C=CC=CC=1. Product: [CH:14]12[NH:13][CH:18]([CH2:19][CH2:20]1)[CH2:17][CH:16]([NH:21][S:22]([C:25]1[CH:34]=[CH:33][C:32]3[NH:31][C:30](=[O:35])[C:29]4[NH:36][CH:37]=[CH:38][C:28]=4[C:27]=3[CH:26]=1)(=[O:23])=[O:24])[CH2:15]2.[CH2:1]([C:3]([O-:5])=[O:4])[CH3:2]. The catalyst class is: 29. (6) Reactant: Br[C:2]1[CH:3]=[C:4]([NH:8][CH:9]([C:13]2[CH:17]=[CH:16][S:15][CH:14]=2)[C:10]([NH2:12])=[O:11])[CH:5]=[N:6][CH:7]=1.C([O-])([O-])=O.[K+].[K+].[Cl:24][C:25]1[CH:26]=[CH:27][C:28]([F:34])=[C:29](B(O)O)[CH:30]=1. Product: [Cl:24][C:25]1[CH:30]=[CH:29][C:28]([F:34])=[C:27]([C:2]2[CH:3]=[C:4]([NH:8][CH:9]([C:13]3[CH:17]=[CH:16][S:15][CH:14]=3)[C:10]([NH2:12])=[O:11])[CH:5]=[N:6][CH:7]=2)[CH:26]=1. The catalyst class is: 108.